Dataset: Cav3 T-type calcium channel HTS with 100,875 compounds. Task: Binary Classification. Given a drug SMILES string, predict its activity (active/inactive) in a high-throughput screening assay against a specified biological target. (1) The drug is O(c1ccc(CNC(=O)Nc2c3c(ccc2)cccc3)cc1)C. The result is 0 (inactive). (2) The result is 0 (inactive). The compound is o1c(CNC(=O)c2nn3c(nc(cc3C)c3ccccc3)c2)ccc1.